This data is from Full USPTO retrosynthesis dataset with 1.9M reactions from patents (1976-2016). The task is: Predict the reactants needed to synthesize the given product. (1) The reactants are: [BH4-].[Na+].C(O)C.[CH3:6][N:7]([CH3:20])[C:8]([C:10]1[CH:11]=[C:12]([CH:17]=[CH:18][CH:19]=1)[C:13](OC)=[O:14])=[O:9]. Given the product [OH:14][CH2:13][C:12]1[CH:11]=[C:10]([CH:19]=[CH:18][CH:17]=1)[C:8]([N:7]([CH3:20])[CH3:6])=[O:9], predict the reactants needed to synthesize it. (2) Given the product [S:16]([O:7][CH2:6][C:2]1[S:1][CH:5]=[CH:4][CH:3]=1)(=[O:18])(=[O:17])[CH3:15], predict the reactants needed to synthesize it. The reactants are: [S:1]1[CH:5]=[CH:4][CH:3]=[C:2]1[CH2:6][OH:7].C(N(CC)CC)C.[CH3:15][S:16](Cl)(=[O:18])=[O:17].